Task: Predict the reaction yield, written as a fraction of the theoretical maximum amount of product (1.0 means a 100% yield; for example, 0.34 means a 34% yield).. Dataset: Reaction yield outcomes from USPTO patents with 853,638 reactions (1) The reactants are Br[C:2]1[CH:3]=[C:4]([N:8]2[C:12]([C:13]3[CH:23]=[CH:22][C:16]4[O:17][CH2:18][C:19](=[O:21])[NH:20][C:15]=4[CH:14]=3)=[CH:11][C:10]([C:24]([F:27])([F:26])[F:25])=[N:9]2)[CH:5]=[CH:6][CH:7]=1.[CH3:28][N:29](C=O)C. The catalyst is C1(C)C=CC=CC=1.[C-]#N.[Zn+2].[C-]#N.C1C=CC([P]([Pd]([P](C2C=CC=CC=2)(C2C=CC=CC=2)C2C=CC=CC=2)([P](C2C=CC=CC=2)(C2C=CC=CC=2)C2C=CC=CC=2)[P](C2C=CC=CC=2)(C2C=CC=CC=2)C2C=CC=CC=2)(C2C=CC=CC=2)C2C=CC=CC=2)=CC=1. The product is [O:21]=[C:19]1[CH2:18][O:17][C:16]2[CH:22]=[CH:23][C:13]([C:12]3[N:8]([C:4]4[CH:3]=[C:2]([CH:7]=[CH:6][CH:5]=4)[C:28]#[N:29])[N:9]=[C:10]([C:24]([F:26])([F:27])[F:25])[CH:11]=3)=[CH:14][C:15]=2[NH:20]1. The yield is 0.860. (2) The reactants are CO.[OH-].[Na+].C[O:6][C:7](=[O:21])[C:8]1[CH:13]=[CH:12][C:11]([C:14]#[C:15][C:16]#[C:17][CH:18]2[CH2:20][CH2:19]2)=[CH:10][CH:9]=1.Cl. The catalyst is O.C(OCC)(=O)C.O1CCOCC1. The product is [CH:18]1([C:17]#[C:16][C:15]#[C:14][C:11]2[CH:10]=[CH:9][C:8]([C:7]([OH:21])=[O:6])=[CH:13][CH:12]=2)[CH2:20][CH2:19]1. The yield is 0.940. (3) The reactants are Cl[C:2]1[C:11]([Cl:12])=[N:10][C:9]2[C:4](=[CH:5][CH:6]=[CH:7][CH:8]=2)[N:3]=1.[Cl:13][C:14]1[N:19]=[CH:18][C:17]([S:20]([NH2:23])(=[O:22])=[O:21])=[CH:16][CH:15]=1.C([O-])([O-])=O.[K+].[K+].CS(C)=O. The yield is 0.960. The product is [Cl:13][C:14]1[N:19]=[CH:18][C:17]([S:20]([NH:23][C:2]2[C:11]([Cl:12])=[N:10][C:9]3[C:4](=[CH:5][CH:6]=[CH:7][CH:8]=3)[N:3]=2)(=[O:21])=[O:22])=[CH:16][CH:15]=1. The catalyst is CC(O)=O. (4) The reactants are Br[C:2]1[C:3]([O:16][CH2:17][CH:18]([Cl:20])Cl)=[C:4]2[C:9](=[CH:10][CH:11]=1)[N:8]([C:12](=[O:14])[CH3:13])[C@@H:7]([CH3:15])[CH2:6][CH2:5]2.[CH:21]1([N:24]2[CH:28]=[C:27](B3OC(C)(C)C(C)(C)O3)[CH:26]=[N:25]2)[CH2:23][CH2:22]1.C(=O)([O-])[O-].[K+].[K+].O1CCOCC1. The catalyst is C1C=CC(P(C2C=CC=CC=2)[C-]2C=CC=C2)=CC=1.C1C=CC(P(C2C=CC=CC=2)[C-]2C=CC=C2)=CC=1.Cl[Pd]Cl.[Fe+2].O. The product is [Cl:20]/[CH:18]=[CH:17]/[O:16][C:3]1[C:2]([C:27]2[CH:26]=[N:25][N:24]([CH:21]3[CH2:23][CH2:22]3)[CH:28]=2)=[CH:11][CH:10]=[C:9]2[C:4]=1[CH2:5][CH2:6][C@H:7]([CH3:15])[N:8]2[C:12](=[O:14])[CH3:13]. The yield is 0.260. (5) The reactants are [NH2:1][C:2]1[CH:3]=[CH:4][CH:5]=[C:6]2[C:11]=1[N:10]=[CH:9][CH:8]=[CH:7]2.[Cl:12][C:13]1[C:18]([Cl:19])=[CH:17][CH:16]=[CH:15][C:14]=1[S:20](Cl)(=[O:22])=[O:21]. The catalyst is CN(C1C=CN=CC=1)C. The product is [Cl:12][C:13]1[C:18]([Cl:19])=[CH:17][CH:16]=[CH:15][C:14]=1[S:20]([NH:1][C:2]1[CH:3]=[CH:4][CH:5]=[C:6]2[C:11]=1[N:10]=[CH:9][CH:8]=[CH:7]2)(=[O:22])=[O:21]. The yield is 0.630. (6) The reactants are [C:1]([C:4]1[CH:5]=[CH:6][C:7]([O:13][CH2:14][C:15]2[CH:20]=[CH:19][CH:18]=[CH:17][CH:16]=2)=[C:8]([CH:12]=1)[C:9]([OH:11])=O)(=[O:3])[CH3:2].[F:21][C:22]([F:35])([F:34])[C:23]1[CH:24]=[C:25]([CH:27]=[C:28]([C:30]([F:33])([F:32])[F:31])[CH:29]=1)[NH2:26]. No catalyst specified. The product is [C:1]([C:4]1[CH:5]=[CH:6][C:7]([O:13][CH2:14][C:15]2[CH:20]=[CH:19][CH:18]=[CH:17][CH:16]=2)=[C:8]([CH:12]=1)[C:9]([NH:26][C:25]1[CH:27]=[C:28]([C:30]([F:31])([F:32])[F:33])[CH:29]=[C:23]([C:22]([F:21])([F:34])[F:35])[CH:24]=1)=[O:11])(=[O:3])[CH3:2]. The yield is 0.631.